From a dataset of Catalyst prediction with 721,799 reactions and 888 catalyst types from USPTO. Predict which catalyst facilitates the given reaction. (1) Reactant: CO[CH:3]=[C:4]=[CH2:5].[Cl:6][C:7]1[CH:12]=[CH:11][C:10]([Mg]Br)=[CH:9][CH:8]=1.[NH4+].[Cl-]. The catalyst class is: 27. Product: [Cl:6][C:7]1[CH:12]=[CH:11][C:10]([CH2:5][C:4]#[CH:3])=[CH:9][CH:8]=1. (2) Product: [CH2:15]([O:14][C:12]([N:7]1[CH2:8][CH2:9][CH:10]([OH:11])[CH:4]([NH2:1])[CH2:5][CH2:6]1)=[O:13])[C:16]1[CH:17]=[CH:18][CH:19]=[CH:20][CH:21]=1. Reactant: [N:1]([CH:4]1[CH:10]([OH:11])[CH2:9][CH2:8][N:7]([C:12]([O:14][CH2:15][C:16]2[CH:21]=[CH:20][CH:19]=[CH:18][CH:17]=2)=[O:13])[CH2:6][CH2:5]1)=[N+]=[N-].O.C1C=CC(P(C2C=CC=CC=2)C2C=CC=CC=2)=CC=1. The catalyst class is: 1. (3) The catalyst class is: 3. Reactant: [Br:1][C:2]1[CH:7]=[CH:6][C:5]([OH:8])=[CH:4][C:3]=1[CH3:9].Br[C:11]1[N:16]=[C:15]([CH3:17])[C:14]([CH:18]=[O:19])=[CH:13][CH:12]=1.C([O-])([O-])=O.[K+].[K+]. Product: [Br:1][C:2]1[CH:7]=[CH:6][C:5]([O:8][C:11]2[N:16]=[C:15]([CH3:17])[C:14]([CH:18]=[O:19])=[CH:13][CH:12]=2)=[CH:4][C:3]=1[CH3:9].